This data is from Reaction yield outcomes from USPTO patents with 853,638 reactions. The task is: Predict the reaction yield, written as a fraction of the theoretical maximum amount of product (1.0 means a 100% yield; for example, 0.34 means a 34% yield). (1) The reactants are [CH3:1][O:2][C:3]([C:5]1[CH:10]=[C:9]([NH2:11])[CH:8]=[CH:7][N:6]=1)=[O:4].CN(C1C=CC=CN=1)C.[C:21](Cl)(=[O:28])[C:22]1[CH:27]=[CH:26][CH:25]=[CH:24][CH:23]=1. The catalyst is N1C=CC=CC=1. The product is [CH3:1][O:2][C:3]([C:5]1[CH:10]=[C:9]([NH:11][C:21](=[O:28])[C:22]2[CH:27]=[CH:26][CH:25]=[CH:24][CH:23]=2)[CH:8]=[CH:7][N:6]=1)=[O:4]. The yield is 0.970. (2) The reactants are [OH:1][C:2]1[CH:3]=[CH:4][C:5]2[C:9]([C:10]([O-:12])=[O:11])=[C:8]([CH3:13])[S:7][C:6]=2[CH:14]=1.Cl[C:16]1[CH:21]=[CH:20][N:19]=[C:18]2[CH:22]=[C:23]([C:25]([N:27]3[CH2:31][CH2:30][C@@H:29]([OH:32])[CH2:28]3)=[O:26])[S:24][C:17]=12.C([O-])([O-])=O.[Cs+].[Cs+].O[Li].O. No catalyst specified. The product is [OH:32][C@@H:29]1[CH2:30][CH2:31][N:27]([C:25]([C:23]2[S:24][C:17]3[C:18](=[N:19][CH:20]=[CH:21][C:16]=3[O:1][C:2]3[CH:3]=[CH:4][C:5]4[C:9]([C:10]([OH:12])=[O:11])=[C:8]([CH3:13])[S:7][C:6]=4[CH:14]=3)[CH:22]=2)=[O:26])[CH2:28]1. The yield is 0.450.